Task: Predict the reactants needed to synthesize the given product.. Dataset: Full USPTO retrosynthesis dataset with 1.9M reactions from patents (1976-2016) (1) Given the product [CH3:17][C:18]1[CH:19]=[C:20]([CH:23]=[CH:24][C:25]=1[N:26]1[CH2:27][CH2:28][N:29]([CH2:2][C:3]2[CH:12]=[N:11][C:10]3[N:9]4[CH2:13][CH2:14][CH2:15][C@H:8]4[C:7](=[O:16])[NH:6][C:5]=3[CH:4]=2)[CH2:30][CH2:31]1)[C:21]#[N:22], predict the reactants needed to synthesize it. The reactants are: O[CH2:2][C:3]1[CH:12]=[N:11][C:10]2[N:9]3[CH2:13][CH2:14][CH2:15][C@H:8]3[C:7](=[O:16])[NH:6][C:5]=2[CH:4]=1.[CH3:17][C:18]1[CH:19]=[C:20]([CH:23]=[CH:24][C:25]=1[N:26]1[CH2:31][CH2:30][NH:29][CH2:28][CH2:27]1)[C:21]#[N:22].[I-].C(C[P+](C)(C)C)#N.C(N(CC)C(C)C)(C)C. (2) Given the product [Br:7][C:8]1[CH:17]=[C:16]2[C:11]([O:12][CH2:13][CH2:14][NH:15]2)=[N:10][CH:9]=1, predict the reactants needed to synthesize it. The reactants are: B.O1CCCC1.[Br:7][C:8]1[CH:17]=[C:16]2[C:11]([O:12][CH2:13][C:14](=O)[NH:15]2)=[N:10][CH:9]=1.